Dataset: M1 muscarinic receptor antagonist screen with 61,756 compounds. Task: Binary Classification. Given a drug SMILES string, predict its activity (active/inactive) in a high-throughput screening assay against a specified biological target. The molecule is Clc1c(c2noc(c2C(=O)NC(CO)(C)C)C)c(Cl)ccc1. The result is 0 (inactive).